This data is from Experimentally validated miRNA-target interactions with 360,000+ pairs, plus equal number of negative samples. The task is: Binary Classification. Given a miRNA mature sequence and a target amino acid sequence, predict their likelihood of interaction. (1) The miRNA is mmu-miR-324-3p with sequence CCACUGCCCCAGGUGCUGCU. The protein sequence of the target gene is MEIGGSGAPPPLLLLPLLLLLGTGLLPASSHIETRAHAEERLLKRLFSGYNKWSRPVANISDVVLVRFGLSIAQLIDVDEKNQMMTTNVWVKQEWHDYKLRWDPGDYENVTSIRIPSELIWRPDIVLYNNADGDFAVTHLTKAHLFYDGRVQWTPPAIYKSSCSIDVTFFPFDQQNCTMKFGSWTYDKAKIDLVSMHSRVDQLDFWESGEWVIVDAVGTYNTRKYECCAEIYPDITYAFIIRRLPLFYTINLIIPCLLISCLTVLVFYLPSECGEKVTLCISVLLSLTVFLLLITEIIPS.... Result: 1 (interaction). (2) The protein sequence of the target gene is MPSCTASTMPGMICKNPDLEFDSLQPCFYPDEDDFYFGGPDSTPPGEDIWKKFELLPTPPLSPSRAFPEHSPEPSNWATEMLLPEADLWGNPAEEDAFGLGGLGGLTPNPVILQDCMWSGFSAREKLERAVNEKLQHGHGPPGASSSCPAPGVGASSSGGRALGGSASAGRTGATLPTDLSHPAAECVDPAVVFPFPVNKRESASVPAAPTSAPATSAVVTSVSVPAVAPVAAPARGSGRPANSGEHKALSTSGEDTLSDSDDEDDEEEDEEEEIDVVTVEKRRSSSNNKAVTTFTITVR.... The miRNA is mmu-miR-1843b-3p with sequence CCGAUCGUUCCCCUCCAUAC. Result: 0 (no interaction). (3) The miRNA is hsa-miR-449c-5p with sequence UAGGCAGUGUAUUGCUAGCGGCUGU. The protein sequence of the target gene is MTSSPVSRVVYNGKRNSSPRSPTNSSEIFTPAHEENVRFIYEAWQGVERDLRSQLSSGERCLVEEYVEKVPNPSLKTFKPIDLSDLKRRNTQDAKKS. Result: 0 (no interaction). (4) The miRNA is hsa-miR-505-5p with sequence GGGAGCCAGGAAGUAUUGAUGU. The protein sequence of the target gene is MCDLRRPAAGGMMDLAYVCEWEKWSKSTHCPSVPLACAWSCRNLIAFTMDLRSDDQDLTRMIHILDTEHPWDLHSIPSEHHEAITCLEWDQSGSRLLSADADGQIKCWSMADHLANSWESSVGSLVEGDPIVALSWLHNGVKLALHVEKSGASSFGEKFSRVKFSPSLTLFGGKPMEGWIAVTVSGLVTVSLLKPSGQVLTSTESLCRLRGRVALADIAFTGGGNIVVATADGSSASPVQFYKVCVSVVSEKCRIDTEILPSLFMRCTTDLNRKDKFPAITHLKFLARDMSEQVLLCASS.... Result: 0 (no interaction). (5) The miRNA is cel-miR-55-3p with sequence UACCCGUAUAAGUUUCUGCUGAG. The protein sequence of the target gene is MAPKGKVGTRGKKQIFEENRETLKFYLRIILGANAIYCLVTLVFFYSSASFWAWLALGFSLAVYGASYHSMSSMARAAFSEDGALMDGGMDLNMEQGMAEHLKDVILLTAIVQVLSCFSLYVWSFWLLAPGRALYLLWVNVLGPWFTADSGTPAPEHNEKRQRRQERRQMKRL. Result: 0 (no interaction). (6) The miRNA is rno-miR-652-3p with sequence AAUGGCGCCACUAGGGUUGUG. The protein sequence of the target gene is MGPISAPSCRWRIPWQGLLLTASLFTFWNPPTTAQLTIEAVPSNAAEGKEVLLLVHNLPQDPRGYNWYKGETVDANRRIIGYVISNQQITPGPAYSNRETIYPNASLLMRNVTRNDTGSYTLQVIKLNLMSEEVTGQFSVHPETPKPSISSNNSNPVEDKDAVAFTCEPETQNTTYLWWVNGQSLPVSPRLQLSNGNRTLTLLSVTRNDVGPYECEIQNPASANFSDPVTLNVLYGPDAPTISPSDTYYHAGVNLNLSCHAASNPPSQYSWSVNGTFQQYTQKLFIPNITTKNSGSYACH.... Result: 0 (no interaction). (7) The protein sequence of the target gene is MDTLVEDDICILNHEKAHRREAVTPLSAYPGDESVASHFALVTAYEDIKKRLKDSEKENSFLKKRIRALEERLVGARADEETSSVGREQVNKAYHAYREVCIDRDNLKNQLEKINKDNSESLKMLNEQLQSKEVELLQLRTEVETQQVMRNLNPPSSSWEVEKLSCDLKIHGLEQELGLLRKECSDLRTELQKARQTGPPQEDILQGRDVIRPSLSREEHVPHQGLHHSDNMQHAYWELKREMSNLHLVTQVQAELLRKLKTSAAVKKACTPVGCVEDLGRDSTKLHLTNFTATYKRHPS.... The miRNA is mmu-miR-1839-5p with sequence AAGGUAGAUAGAACAGGUCUUG. Result: 1 (interaction).